Dataset: Reaction yield outcomes from USPTO patents with 853,638 reactions. Task: Predict the reaction yield, written as a fraction of the theoretical maximum amount of product (1.0 means a 100% yield; for example, 0.34 means a 34% yield). (1) The catalyst is FC(F)(F)C(O)=O. The yield is 0.210. The product is [F:1][C:2]1[CH:3]=[C:4]([N:24]2[CH2:29][CH2:28][CH:27]([C:30]3[N:33]=[CH:34][O:32][N:31]=3)[CH2:26][CH2:25]2)[CH:5]=[CH:6][C:7]=1[CH2:8][N:9]1[C@@H:14]([CH3:15])[CH2:13][CH2:12][CH:11]([C:16]2[CH:17]=[CH:18][CH:19]=[CH:20][CH:21]=2)[S:10]1(=[O:22])=[O:23]. The reactants are [F:1][C:2]1[CH:3]=[C:4]([N:24]2[CH2:29][CH2:28][CH:27]([C:30]([NH2:33])=[N:31][OH:32])[CH2:26][CH2:25]2)[CH:5]=[CH:6][C:7]=1[CH2:8][N:9]1[C@@H:14]([CH3:15])[CH2:13][CH2:12][CH:11]([C:16]2[CH:21]=[CH:20][CH:19]=[CH:18][CH:17]=2)[S:10]1(=[O:23])=[O:22].[CH:34](OCC)(OCC)OCC. (2) The yield is 0.379. The reactants are [Cl:1][C:2]1[CH:7]=[C:6]2[NH:8][C:9](=[O:36])[C:10]3([CH:15]([C:16]4[CH:21]=[CH:20][CH:19]=[C:18]([Cl:22])[CH:17]=4)[CH2:14][C:13](=[O:23])[N:12]([CH2:24][CH2:25][CH2:26]Cl)[CH:11]3[C:28]3[CH:33]=[C:32]([F:34])[CH:31]=[CH:30][C:29]=3[CH3:35])[C:5]2=[CH:4][CH:3]=1.[CH3:37][O:38][CH:39]([Si](C)(C)C)[CH3:40].C[CH2:46][N:47](C(C)C)C(C)C. The catalyst is N1CCOCC1. The product is [Cl:1][C:2]1[CH:7]=[C:6]2[NH:8][C:9](=[O:36])[C:10]3([CH:15]([C:16]4[CH:21]=[CH:20][CH:19]=[C:18]([Cl:22])[CH:17]=4)[CH2:14][C:13](=[O:23])[N:12]([CH2:24][CH2:25][CH2:26][N:47]4[CH2:40][CH2:39][O:38][CH2:37][CH2:46]4)[CH:11]3[C:28]3[CH:33]=[C:32]([F:34])[CH:31]=[CH:30][C:29]=3[CH3:35])[C:5]2=[CH:4][CH:3]=1.